Dataset: Catalyst prediction with 721,799 reactions and 888 catalyst types from USPTO. Task: Predict which catalyst facilitates the given reaction. (1) Reactant: [CH3:1][N:2]1[C:11]2[C:6](=[CH:7][CH:8]=[CH:9][CH:10]=2)[C:5]([C@@H:12]2[CH2:17][CH2:16][N:15]([C:18]([O:20][C:21]([CH3:24])([CH3:23])[CH3:22])=[O:19])[CH2:14][C@H:13]2[C:25]([O:27]CC)=[O:26])=[CH:4][C:3]1=[O:30].[OH-].[Li+]. Product: [CH3:24][C:21]([O:20][C:18]([N:15]1[CH2:16][CH2:17][C@@H:12]([C:5]2[C:6]3[C:11](=[CH:10][CH:9]=[CH:8][CH:7]=3)[N:2]([CH3:1])[C:3](=[O:30])[CH:4]=2)[C@H:13]([C:25]([OH:27])=[O:26])[CH2:14]1)=[O:19])([CH3:22])[CH3:23]. The catalyst class is: 36. (2) Reactant: C(OC(=O)[NH:7][C:8]1[CH:9]=[N:10][C:11]2[C:16]([CH:17]=1)=[CH:15][C:14]([F:18])=[CH:13][CH:12]=2)(C)(C)C.FC(F)(F)C(O)=O.O. Product: [F:18][C:14]1[CH:15]=[C:16]2[C:11](=[CH:12][CH:13]=1)[N:10]=[CH:9][C:8]([NH2:7])=[CH:17]2. The catalyst class is: 26. (3) Reactant: [C:1]([O:4][CH:5]1[O:18][C@H:17]([CH2:19][O:20][C:21](=[O:23])[CH3:22])[C@@H:12]([O:13][C:14](=[O:16])[CH3:15])[C@H:7]([O:8][C:9](=[O:11])[CH3:10])[C@H:6]1[N:24]=CC1C=CC(OC)=CC=1)(=[O:3])[CH3:2].[ClH:34]. Product: [CH3:22][C:21]([O:20][CH2:19][C@H:17]1[O:18][C@@H:5]([O:4][C:1]([CH3:2])=[O:3])[C@H:6]([NH2:24])[C@@H:7]([O:8][C:9]([CH3:10])=[O:11])[C@@H:12]1[O:13][C:14]([CH3:15])=[O:16])=[O:23].[ClH:34]. The catalyst class is: 21. (4) Reactant: [CH2:1]([S:3][C:4]1[C:5]([C:10]([NH:12][C:13]2[CH:18]=[C:17]([S:19][C:20]([F:23])([F:22])[F:21])[CH:16]=[CH:15][C:14]=2[OH:24])=O)=[N:6][CH:7]=[CH:8][CH:9]=1)[CH3:2].COCCOC(/N=N\C(OCCOC)=O)=O.C1(P(C2C=CC=CC=2)C2C=CC=CC=2)C=CC=CC=1. Product: [CH2:1]([S:3][C:4]1[C:5]([C:10]2[O:24][C:14]3[CH:15]=[CH:16][C:17]([S:19][C:20]([F:21])([F:22])[F:23])=[CH:18][C:13]=3[N:12]=2)=[N:6][CH:7]=[CH:8][CH:9]=1)[CH3:2]. The catalyst class is: 1. (5) Reactant: [CH3:1][O:2][C:3]1[CH:4]=[C:5](B(O)O)[CH:6]=[C:7]([O:11][CH3:12])[C:8]=1[O:9][CH3:10].I[C:17]1[C:25]2[C:20](=[N:21][CH:22]=[N:23][C:24]=2[NH2:26])[N:19]([CH:27]([CH3:29])[CH3:28])[N:18]=1.C([O-])([O-])=O.[Na+].[Na+]. Product: [CH:27]([N:19]1[C:20]2=[N:21][CH:22]=[N:23][C:24]([NH2:26])=[C:25]2[C:17]([C:5]2[CH:4]=[C:3]([O:2][CH3:1])[C:8]([O:9][CH3:10])=[C:7]([O:11][CH3:12])[CH:6]=2)=[N:18]1)([CH3:29])[CH3:28]. The catalyst class is: 414. (6) Reactant: [NH2:1][C:2]1[N:7]=[CH:6][C:5]([CH2:8][N:9]2[C:13](=[O:14])[C:12]([C:15]3[CH:20]=[CH:19][CH:18]=[CH:17][CH:16]=3)=[C:11]([NH:21][C:22]3[CH:27]=[CH:26][C:25]([O:28][CH:29]([F:31])[F:30])=[CH:24][CH:23]=3)[C:10]2=O)=[CH:4][CH:3]=1.COC1C=CC(P2(SP(C3C=CC(OC)=CC=3)(=S)S2)=[S:42])=CC=1.C(Cl)Cl.CC#N.C(Cl)Cl. Product: [NH2:1][C:2]1[N:7]=[CH:6][C:5]([CH2:8][N:9]2[C:10](=[S:42])[C:11]([NH:21][C:22]3[CH:27]=[CH:26][C:25]([O:28][CH:29]([F:31])[F:30])=[CH:24][CH:23]=3)=[C:12]([C:15]3[CH:20]=[CH:19][CH:18]=[CH:17][CH:16]=3)[C:13]2=[O:14])=[CH:4][CH:3]=1. The catalyst class is: 11. (7) Reactant: [CH2:1]([C:3]1([CH2:18][C:19]([NH2:21])=O)[C:8]2[NH:9][C:10]3[C:15]([C:7]=2[CH2:6][CH2:5][O:4]1)=[CH:14][CH:13]=[CH:12][C:11]=3[CH2:16][CH3:17])[CH3:2].[H-].[H-].[H-].[H-].[Li+].[Al+3]. Product: [CH2:1]([C:3]1([CH2:18][CH:19]=[NH:21])[C:8]2[NH:9][C:10]3[C:15]([C:7]=2[CH2:6][CH2:5][O:4]1)=[CH:14][CH:13]=[CH:12][C:11]=3[CH2:16][CH3:17])[CH3:2]. The catalyst class is: 1. (8) Reactant: [OH:1][CH:2]1[CH2:7][CH2:6][N:5]([CH:8]=[O:9])[CH2:4][CH2:3]1.[H-].[Na+].C1OCCOCCOCCOCCOC1.Cl[CH:28]([F:30])[F:29]. Product: [F:29][CH:28]([F:30])[O:1][CH:2]1[CH2:7][CH2:6][N:5]([CH:8]=[O:9])[CH2:4][CH2:3]1. The catalyst class is: 7.